This data is from Forward reaction prediction with 1.9M reactions from USPTO patents (1976-2016). The task is: Predict the product of the given reaction. (1) Given the reactants Cl[CH2:2][Si:3]([CH3:9])([CH3:8])[O:4][CH:5]([CH3:7])[CH3:6].[Br:10][C:11]1[CH:16]=[CH:15][C:14]([NH:17][C:18]2[C:19]([CH:28]=[O:29])=[CH:20][C:21]3[NH:25][CH:24]=[N:23][C:22]=3[C:26]=2[F:27])=[C:13]([Cl:30])[CH:12]=1, predict the reaction product. The product is: [Br:10][C:11]1[CH:16]=[CH:15][C:14]([NH:17][C:18]2[C:19]([CH:28]([OH:29])[CH2:2][Si:3]([O:4][CH:5]([CH3:7])[CH3:6])([CH3:9])[CH3:8])=[CH:20][C:21]3[NH:25][CH:24]=[N:23][C:22]=3[C:26]=2[F:27])=[C:13]([Cl:30])[CH:12]=1. (2) Given the reactants Cl.CO[C:4](=[O:9])[C@H:5]([CH2:7][OH:8])[NH2:6].[C:18](O[C:18]([O:20][C:21]([CH3:24])([CH3:23])[CH3:22])=[O:19])([O:20][C:21]([CH3:24])([CH3:23])[CH3:22])=[O:19].C(N(CC)CC)C.[CH2:32]([NH2:35])[CH2:33][NH2:34], predict the reaction product. The product is: [NH2:34][CH2:33][CH2:32][NH:35][C:4](=[O:9])[C@@H:5]([NH:6][C:18](=[O:19])[O:20][C:21]([CH3:22])([CH3:23])[CH3:24])[CH2:7][OH:8]. (3) Given the reactants Br[C:2]1[CH:3]=[C:4]([O:17][CH2:18][C:19]2[C:24]([F:25])=[CH:23][CH:22]=[CH:21][C:20]=2[F:26])[C:5]2[N:6]([C:8]([C:12]([O:14][CH2:15][CH3:16])=[O:13])=[C:9]([CH3:11])[N:10]=2)[CH:7]=1.[CH:27]1(B(O)O)[CH2:29][CH2:28]1.P([O-])([O-])([O-])=O.[K+].[K+].[K+], predict the reaction product. The product is: [CH:27]1([C:2]2[CH:3]=[C:4]([O:17][CH2:18][C:19]3[C:24]([F:25])=[CH:23][CH:22]=[CH:21][C:20]=3[F:26])[C:5]3[N:6]([C:8]([C:12]([O:14][CH2:15][CH3:16])=[O:13])=[C:9]([CH3:11])[N:10]=3)[CH:7]=2)[CH2:29][CH2:28]1. (4) Given the reactants [O-:1][S:2]([C:5]([F:8])([F:7])[F:6])(=[O:4])=[O:3].[CH3:9][N:10]([CH3:23])[C:11]1[CH:12]=[C:13]2[C:18](=[CH:19][CH:20]=1)[N+:17]([CH3:21])=[C:16]([CH3:22])[CH:15]=[CH:14]2.[CH3:24][N:25]([CH3:34])[C:26]1[CH:33]=[CH:32][C:29]([CH:30]=O)=[CH:28][CH:27]=1, predict the reaction product. The product is: [O-:4][S:2]([C:5]([F:8])([F:7])[F:6])(=[O:3])=[O:1].[CH3:9][N:10]([CH3:23])[C:11]1[CH:12]=[C:13]2[C:18](=[CH:19][CH:20]=1)[N+:17]([CH3:21])=[C:16](/[CH:22]=[CH:30]/[C:29]1[CH:32]=[CH:33][C:26]([N:25]([CH3:34])[CH3:24])=[CH:27][CH:28]=1)[CH:15]=[CH:14]2. (5) Given the reactants C[O:2][C:3]([C:5]1[CH:6]=[C:7]([C:20]2[CH:25]=[CH:24][C:23]([CH3:26])=[CH:22][CH:21]=2)[CH:8]=[C:9]([N:11]2[C:15]([CH:16]([O:18][CH3:19])[CH3:17])=[N:14][CH:13]=[N:12]2)[CH:10]=1)=[O:4].[Li+].[OH-], predict the reaction product. The product is: [CH3:19][O:18][CH:16]([C:15]1[N:11]([C:9]2[CH:10]=[C:5]([C:3]([OH:4])=[O:2])[CH:6]=[C:7]([C:20]3[CH:25]=[CH:24][C:23]([CH3:26])=[CH:22][CH:21]=3)[CH:8]=2)[N:12]=[CH:13][N:14]=1)[CH3:17].